From a dataset of Reaction yield outcomes from USPTO patents with 853,638 reactions. Predict the reaction yield, written as a fraction of the theoretical maximum amount of product (1.0 means a 100% yield; for example, 0.34 means a 34% yield). (1) The reactants are [C:1]([O:5][C:6](=[O:17])[NH:7][CH2:8][C:9]1[C:14]([Br:15])=[CH:13][N:12]=[C:11]([NH2:16])[CH:10]=1)([CH3:4])([CH3:3])[CH3:2].C([O-])(O)=O.[Na+].Cl[CH2:24][CH:25]=O. No catalyst specified. The product is [C:1]([O:5][C:6](=[O:17])[NH:7][CH2:8][C:9]1[C:14]([Br:15])=[CH:13][N:12]2[CH:24]=[CH:25][N:16]=[C:11]2[CH:10]=1)([CH3:4])([CH3:2])[CH3:3]. The yield is 0.790. (2) The reactants are [F:1][C:2]([F:7])([F:6])[C:3]([OH:5])=[O:4].FC(F)(F)C(O)=O.[Cl:15][C:16]1[CH:17]=[N:18][C:19]2[NH:20][C:21]3[CH:22]=[CH:23][CH:24]=[C:25]([CH:46]=3)[CH2:26][CH2:27][C:28]3[CH:36]=[C:32]([NH:33][C:34]=1[N:35]=2)[CH:31]=[CH:30][C:29]=3[NH:37][C:38]([CH:40]1[CH2:45][CH2:44][NH:43][CH2:42][CH2:41]1)=[O:39].[CH3:47][C:48]1[O:52][N:51]=[C:50]([C:53](Cl)=[O:54])[CH:49]=1. No catalyst specified. The product is [F:1][C:2]([F:7])([F:6])[C:3]([OH:5])=[O:4].[Cl:15][C:16]1[CH:17]=[N:18][C:19]2[NH:20][C:21]3[CH:22]=[CH:23][CH:24]=[C:25]([CH:46]=3)[CH2:26][CH2:27][C:28]3[CH:36]=[C:32]([NH:33][C:34]=1[N:35]=2)[CH:31]=[CH:30][C:29]=3[NH:37][C:38]([CH:40]1[CH2:45][CH2:44][N:43]([C:53]([C:50]2[CH:49]=[C:48]([CH3:47])[O:52][N:51]=2)=[O:54])[CH2:42][CH2:41]1)=[O:39]. The yield is 0.120. (3) The reactants are [Cl:1][C:2]1[CH:10]=[CH:9][CH:8]=[C:7]2[C:3]=1[C:4]([C:24](=[O:35])[NH:25][CH2:26][CH:27]1[CH2:32][CH2:31][C:30]([F:34])([F:33])[CH2:29][CH2:28]1)=[CH:5][N:6]2[CH2:11][CH:12]1[CH2:16][CH2:15][CH2:14][N:13]1C(OC(C)(C)C)=O.FC(F)(F)C(O)=O. The catalyst is C(Cl)Cl. The product is [Cl:1][C:2]1[CH:10]=[CH:9][CH:8]=[C:7]2[C:3]=1[C:4]([C:24]([NH:25][CH2:26][CH:27]1[CH2:32][CH2:31][C:30]([F:34])([F:33])[CH2:29][CH2:28]1)=[O:35])=[CH:5][N:6]2[CH2:11][CH:12]1[CH2:16][CH2:15][CH2:14][NH:13]1. The yield is 0.320. (4) The reactants are Cl.[Cl:2][C:3]1[CH:4]=[C:5]([N:13]([CH2:23][CH3:24])[C@H:14]2[CH2:19][CH2:18][C@H:17]([N:20]([CH3:22])[CH3:21])[CH2:16][CH2:15]2)[C:6]([CH3:12])=[C:7]([CH:11]=1)[C:8]([OH:10])=[O:9].CCN(C(C)C)C(C)C.CN(C(ON1N=NC2C=CC=NC1=2)=[N+](C)C)C.F[P-](F)(F)(F)(F)F.Cl.Cl.O.[NH2:61][CH2:62][C:63]1[C:64](=[O:69])[NH:65][NH:66][C:67]=1[CH3:68]. The catalyst is CN(C=O)C. The product is [CH:8]([OH:10])=[O:9].[Cl:2][C:3]1[CH:4]=[C:5]([N:13]([CH2:23][CH3:24])[C@H:14]2[CH2:15][CH2:16][C@H:17]([N:20]([CH3:22])[CH3:21])[CH2:18][CH2:19]2)[C:6]([CH3:12])=[C:7]([CH:11]=1)[C:8]([NH:61][CH2:62][C:63]1[C:64](=[O:69])[NH:65][NH:66][C:67]=1[CH3:68])=[O:10]. The yield is 0.0900. (5) The reactants are Cl[C:2]([O:4][CH:5]([CH3:7])[CH3:6])=[O:3].[NH2:8][C:9]1[CH:14]=[C:13]([NH:15][C:16](=[O:25])[C:17]2[C:22]([Cl:23])=[CH:21][CH:20]=[CH:19][C:18]=2[Cl:24])[CH:12]=[CH:11][N:10]=1. The yield is 0.190. The catalyst is N1C=CC=CC=1. The product is [Cl:24][C:18]1[CH:19]=[CH:20][CH:21]=[C:22]([Cl:23])[C:17]=1[C:16]([NH:15][C:13]1[CH:12]=[CH:11][N:10]=[C:9]([NH:8][C:2](=[O:3])[O:4][CH:5]([CH3:7])[CH3:6])[CH:14]=1)=[O:25].